This data is from NCI-60 drug combinations with 297,098 pairs across 59 cell lines. The task is: Regression. Given two drug SMILES strings and cell line genomic features, predict the synergy score measuring deviation from expected non-interaction effect. (1) Drug 1: C1=CC(=C2C(=C1NCCNCCO)C(=O)C3=C(C=CC(=C3C2=O)O)O)NCCNCCO. Drug 2: C1=CN(C(=O)N=C1N)C2C(C(C(O2)CO)O)O.Cl. Cell line: DU-145. Synergy scores: CSS=78.1, Synergy_ZIP=0.233, Synergy_Bliss=1.51, Synergy_Loewe=0.649, Synergy_HSA=4.73. (2) Drug 1: C1=CC(=CC=C1CCCC(=O)O)N(CCCl)CCCl. Drug 2: CCC1=C2CN3C(=CC4=C(C3=O)COC(=O)C4(CC)O)C2=NC5=C1C=C(C=C5)O. Cell line: OVCAR-8. Synergy scores: CSS=33.4, Synergy_ZIP=-10.9, Synergy_Bliss=-9.26, Synergy_Loewe=-11.4, Synergy_HSA=-4.35. (3) Drug 1: C1=C(C(=O)NC(=O)N1)F. Drug 2: C(CCl)NC(=O)N(CCCl)N=O. Cell line: SK-OV-3. Synergy scores: CSS=33.1, Synergy_ZIP=9.37, Synergy_Bliss=10.5, Synergy_Loewe=5.48, Synergy_HSA=9.46. (4) Drug 1: C1=CC(=CC=C1CCCC(=O)O)N(CCCl)CCCl. Synergy scores: CSS=0.882, Synergy_ZIP=-2.78, Synergy_Bliss=1.22, Synergy_Loewe=-7.75, Synergy_HSA=-4.46. Cell line: SK-MEL-28. Drug 2: CC(C)NC(=O)C1=CC=C(C=C1)CNNC.Cl. (5) Drug 1: CCCCC(=O)OCC(=O)C1(CC(C2=C(C1)C(=C3C(=C2O)C(=O)C4=C(C3=O)C=CC=C4OC)O)OC5CC(C(C(O5)C)O)NC(=O)C(F)(F)F)O. Drug 2: N.N.Cl[Pt+2]Cl. Cell line: UACC-257. Synergy scores: CSS=41.5, Synergy_ZIP=-4.72, Synergy_Bliss=-1.11, Synergy_Loewe=-14.0, Synergy_HSA=0.448. (6) Drug 1: CC1=C(C(CCC1)(C)C)C=CC(=CC=CC(=CC(=O)O)C)C. Drug 2: CC(C)NC(=O)C1=CC=C(C=C1)CNNC.Cl. Cell line: RPMI-8226. Synergy scores: CSS=46.2, Synergy_ZIP=0.619, Synergy_Bliss=-2.13, Synergy_Loewe=-29.2, Synergy_HSA=-2.70. (7) Drug 1: CN(CC1=CN=C2C(=N1)C(=NC(=N2)N)N)C3=CC=C(C=C3)C(=O)NC(CCC(=O)O)C(=O)O. Drug 2: CC(C)(C1=NC(=CC=C1)N2C3=NC(=NC=C3C(=O)N2CC=C)NC4=CC=C(C=C4)N5CCN(CC5)C)O. Cell line: SW-620. Synergy scores: CSS=65.4, Synergy_ZIP=-4.43, Synergy_Bliss=-6.65, Synergy_Loewe=-9.05, Synergy_HSA=-2.39. (8) Drug 1: C1=C(C(=O)NC(=O)N1)F. Drug 2: CC=C1C(=O)NC(C(=O)OC2CC(=O)NC(C(=O)NC(CSSCCC=C2)C(=O)N1)C(C)C)C(C)C. Cell line: KM12. Synergy scores: CSS=67.3, Synergy_ZIP=-9.98, Synergy_Bliss=-15.9, Synergy_Loewe=-13.8, Synergy_HSA=-10.4.